This data is from NCI-60 drug combinations with 297,098 pairs across 59 cell lines. The task is: Regression. Given two drug SMILES strings and cell line genomic features, predict the synergy score measuring deviation from expected non-interaction effect. (1) Drug 1: C1CN1P(=S)(N2CC2)N3CC3. Drug 2: C1C(C(OC1N2C=NC3=C2NC=NCC3O)CO)O. Cell line: NCI-H226. Synergy scores: CSS=3.21, Synergy_ZIP=2.39, Synergy_Bliss=-5.24, Synergy_Loewe=-0.533, Synergy_HSA=-3.40. (2) Drug 1: CC1C(C(CC(O1)OC2CC(CC3=C2C(=C4C(=C3O)C(=O)C5=C(C4=O)C(=CC=C5)OC)O)(C(=O)C)O)N)O.Cl. Drug 2: C1CN(CCN1C(=O)CCBr)C(=O)CCBr. Cell line: SR. Synergy scores: CSS=83.3, Synergy_ZIP=3.99, Synergy_Bliss=3.82, Synergy_Loewe=2.88, Synergy_HSA=6.89.